Dataset: Reaction yield outcomes from USPTO patents with 853,638 reactions. Task: Predict the reaction yield, written as a fraction of the theoretical maximum amount of product (1.0 means a 100% yield; for example, 0.34 means a 34% yield). The reactants are [OH:1][C:2]1[CH:7]=[CH:6][C:5]([CH2:8][C:9]([O:11][CH3:12])=[O:10])=[CH:4][CH:3]=1.[CH2:13]([CH:15]1[O:17][CH2:16]1)Cl.N1C=CC=CC=1. No catalyst specified. The product is [O:17]1[CH2:16][CH:15]1[CH2:13][O:1][C:2]1[CH:3]=[CH:4][C:5]([CH2:8][C:9]([O:11][CH3:12])=[O:10])=[CH:6][CH:7]=1. The yield is 0.340.